Dataset: Full USPTO retrosynthesis dataset with 1.9M reactions from patents (1976-2016). Task: Predict the reactants needed to synthesize the given product. Given the product [Cl:1][C:2]1[CH:7]=[CH:6][CH:5]=[C:4]([O:8][CH2:10][C@H:11]([CH3:14])[CH2:12][Cl:13])[CH:3]=1, predict the reactants needed to synthesize it. The reactants are: [Cl:1][C:2]1[CH:3]=[C:4]([OH:8])[CH:5]=[CH:6][CH:7]=1.Br[CH2:10][C@H:11]([CH3:14])[CH2:12][Cl:13].